This data is from Reaction yield outcomes from USPTO patents with 853,638 reactions. The task is: Predict the reaction yield, written as a fraction of the theoretical maximum amount of product (1.0 means a 100% yield; for example, 0.34 means a 34% yield). The reactants are [N+:1]([C:4]1[CH:9]=[CH:8][C:7]([OH:10])=[CH:6][CH:5]=1)([O-:3])=[O:2].C1(P(C2C=CC=CC=2)C2C=CC=CC=2)C=CC=CC=1.[CH2:30]([N:37]1[CH2:42][CH2:41][CH:40](O)[CH2:39][CH2:38]1)[C:31]1[CH:36]=[CH:35][CH:34]=[CH:33][CH:32]=1.N(C(OC(C)C)=O)=NC(OC(C)C)=O. The catalyst is C1COCC1.O. The product is [CH2:30]([N:37]1[CH2:42][CH2:41][CH:40]([O:10][C:7]2[CH:8]=[CH:9][C:4]([N+:1]([O-:3])=[O:2])=[CH:5][CH:6]=2)[CH2:39][CH2:38]1)[C:31]1[CH:36]=[CH:35][CH:34]=[CH:33][CH:32]=1. The yield is 0.350.